Dataset: Catalyst prediction with 721,799 reactions and 888 catalyst types from USPTO. Task: Predict which catalyst facilitates the given reaction. (1) Reactant: [CH2:1]([O:8][C@@H:9]1[C@H:12]([CH2:13][F:14])[N:11](C2C=CC(OC)=CC=2)[C:10]1=[O:23])[C:2]1[CH:7]=[CH:6][CH:5]=[CH:4][CH:3]=1.[N+]([O-])([O-])=O.[NH4+].[NH4+].[Ce+4].[N+]([O-])([O-])=O.[N+]([O-])([O-])=O.[N+]([O-])([O-])=O.[N+]([O-])([O-])=O.[N+]([O-])([O-])=O.C(OCC)(=O)C. Product: [CH2:1]([O:8][C@@H:9]1[C@H:12]([CH2:13][F:14])[NH:11][C:10]1=[O:23])[C:2]1[CH:7]=[CH:6][CH:5]=[CH:4][CH:3]=1. The catalyst class is: 47. (2) Reactant: [CH2:1]([O:3][C:4]1[C:12]2[CH2:11][N:10]([C:13]3[CH:18]=[CH:17][C:16]([CH2:19][C:20]([O:22]CC)=[O:21])=[CH:15][C:14]=3[F:25])[C:9](=[O:26])[C:8]=2[C:7]([O:27][CH2:28][CH3:29])=[C:6]2[CH:30]=[CH:31][CH:32]=[CH:33][C:5]=12)[CH3:2].[OH-].[Na+]. Product: [CH2:1]([O:3][C:4]1[C:12]2[CH2:11][N:10]([C:13]3[CH:18]=[CH:17][C:16]([CH2:19][C:20]([OH:22])=[O:21])=[CH:15][C:14]=3[F:25])[C:9](=[O:26])[C:8]=2[C:7]([O:27][CH2:28][CH3:29])=[C:6]2[CH:30]=[CH:31][CH:32]=[CH:33][C:5]=12)[CH3:2]. The catalyst class is: 8. (3) Reactant: [CH3:1][S:2](Cl)(=[O:4])=[O:3].[F:6][C:7]1[CH:12]=[CH:11][C:10]([S:13]([N:16]([C:21]2[C:30]([C:31]([O:33][CH3:34])=[O:32])=[C:29]3[C:24]([C@H:25]4[CH2:35][C@H:26]4[CH2:27][O:28]3)=[CH:23][CH:22]=2)[C:17]([O:19][CH3:20])=[O:18])(=[O:15])=[O:14])=[C:9]([CH:36]2[CH2:38][CH:37]2[CH2:39][OH:40])[CH:8]=1.C(N(CC)CC)C.FC1C=CC(S(N(C2C(C([O-])=O)=C3C(C4CC4CO3)=CC=2)C(OC)=O)(=O)=O)=C(C2CC2COS(C)(=O)=O)C=1. Product: [F:6][C:7]1[CH:12]=[CH:11][C:10]([S:13]([N:16]([C:21]2[C:30]([C:31]([O:33][CH3:34])=[O:32])=[C:29]3[C:24]([C@H:25]4[CH2:35][C@H:26]4[CH2:27][O:28]3)=[CH:23][CH:22]=2)[C:17]([O:19][CH3:20])=[O:18])(=[O:15])=[O:14])=[C:9]([CH:36]2[CH2:38][CH:37]2[CH2:39][O:40][S:2]([CH3:1])(=[O:4])=[O:3])[CH:8]=1. The catalyst class is: 64.